Dataset: Full USPTO retrosynthesis dataset with 1.9M reactions from patents (1976-2016). Task: Predict the reactants needed to synthesize the given product. (1) Given the product [Br:25][C:22]1[CH:21]=[CH:20][C:19]([O:18][CH:10]([C:7]2[CH:6]=[CH:5][C:4]([C:3]([OH:26])=[O:2])=[CH:9][CH:8]=2)[CH2:11][CH2:12][CH2:13][C:14]([F:17])([F:16])[F:15])=[CH:24][CH:23]=1, predict the reactants needed to synthesize it. The reactants are: C[O:2][C:3](=[O:26])[C:4]1[CH:9]=[CH:8][C:7]([CH:10]([O:18][C:19]2[CH:24]=[CH:23][C:22]([Br:25])=[CH:21][CH:20]=2)[CH2:11][CH2:12][CH2:13][C:14]([F:17])([F:16])[F:15])=[CH:6][CH:5]=1.Cl. (2) The reactants are: [CH3:1][O:2][C:3](=[O:13])[C:4]1[CH:9]=[CH:8][C:7]([NH:10][CH3:11])=[C:6]([NH2:12])[CH:5]=1.[NH2:14][C:15]1[S:16][C:17]2[CH:23]=[C:22]([S:24]([CH3:27])(=[O:26])=[O:25])[CH:21]=[CH:20][C:18]=2[N:19]=1.[C:28](N1C=CN=C1)(N1C=CN=C1)=S. Given the product [CH3:1][O:2][C:3]([C:4]1[CH:9]=[CH:8][C:7]2[N:10]([CH3:28])[C:11]([NH:14][C:15]3[S:16][C:17]4[CH:23]=[C:22]([S:24]([CH3:27])(=[O:26])=[O:25])[CH:21]=[CH:20][C:18]=4[N:19]=3)=[N:12][C:6]=2[CH:5]=1)=[O:13], predict the reactants needed to synthesize it. (3) The reactants are: [NH:1]([C:3]1[CH:8]=[C:7]([C:9]2[N:14]=[CH:13][CH:12]=[CH:11][CH:10]=2)[N:6]=[C:5]([C:15]2[CH:20]=[CH:19][CH:18]=[CH:17][N:16]=2)[CH:4]=1)[NH2:2].[N:21]([O-])=O.[Na+]. Given the product [N:1]([C:3]1[CH:4]=[C:5]([C:15]2[CH:20]=[CH:19][CH:18]=[CH:17][N:16]=2)[N:6]=[C:7]([C:9]2[CH:10]=[CH:11][CH:12]=[CH:13][N:14]=2)[CH:8]=1)=[N+:2]=[N-:21], predict the reactants needed to synthesize it. (4) Given the product [N:3]1[CH:4]=[CH:5][CH:6]=[CH:7][C:2]=1[S:12]([Cl:8])(=[O:16])=[O:13], predict the reactants needed to synthesize it. The reactants are: S[C:2]1[CH:7]=[CH:6][CH:5]=[CH:4][N:3]=1.[Cl:8][O-].[Na+].O.[S:12](=[O:16])(=O)(O)[OH:13]. (5) Given the product [CH:4]1[C:17]2[CH:16]=[CH:15][C:14]3[C:9](=[CH:10][CH:11]=[CH:12][CH:13]=3)[C:8]=2[CH:7]=[CH:6][C:5]=1[C:18]1[N:22]([C:23]2[CH:30]=[CH:29][C:26]([C:27]([NH:2][OH:3])=[NH:28])=[CH:25][CH:24]=2)[N:21]=[C:20]([C:31]([F:34])([F:32])[F:33])[CH:19]=1, predict the reactants needed to synthesize it. The reactants are: Cl.[NH2:2][OH:3].[CH:4]1[C:17]2[CH:16]=[CH:15][C:14]3[C:9](=[CH:10][CH:11]=[CH:12][CH:13]=3)[C:8]=2[CH:7]=[CH:6][C:5]=1[C:18]1[N:22]([C:23]2[CH:30]=[CH:29][C:26]([C:27]#[N:28])=[CH:25][CH:24]=2)[N:21]=[C:20]([C:31]([F:34])([F:33])[F:32])[CH:19]=1. (6) Given the product [CH2:32]([O:31][P:30]1(=[O:34])[CH:29]=[C:28]([C:22]2[CH:23]=[CH:24][CH:25]=[CH:26][CH:27]=2)[CH:37]=[C:36]([C:38]2[CH:43]=[CH:42][C:41]([CH3:44])=[CH:40][CH:39]=2)[O:35]1)[CH3:33], predict the reactants needed to synthesize it. The reactants are: CC(P(C(C)(C)C)C1C(C2C=CC=CC=2)=CC=CC=1)(C)C.[C:22]1([C:28]#[C:29][P:30](=[O:35])([OH:34])[O:31][CH2:32][CH3:33])[CH:27]=[CH:26][CH:25]=[CH:24][CH:23]=1.[C:36]([C:38]1[CH:43]=[CH:42][C:41]([CH3:44])=[CH:40][CH:39]=1)#[CH:37].